From a dataset of Full USPTO retrosynthesis dataset with 1.9M reactions from patents (1976-2016). Predict the reactants needed to synthesize the given product. Given the product [CH:32]([O:31][C:30]1[CH:29]=[CH:28][C:24]([C:25]([N:17]2[CH2:18][CH2:19][C:14]3([C:5]4[CH:4]=[N:3][N:2]([CH3:1])[C:6]=4[C:7]4[CH:8]=[CH:9][CH:10]=[CH:11][C:12]=4[O:13]3)[CH2:15][CH2:16]2)=[O:26])=[CH:23][C:22]=1[CH:20]=[O:21])([CH3:34])[CH3:33], predict the reactants needed to synthesize it. The reactants are: [CH3:1][N:2]1[C:6]2[C:7]3[CH:8]=[CH:9][CH:10]=[CH:11][C:12]=3[O:13][C:14]3([CH2:19][CH2:18][NH:17][CH2:16][CH2:15]3)[C:5]=2[CH:4]=[N:3]1.[CH:20]([C:22]1[CH:23]=[C:24]([CH:28]=[CH:29][C:30]=1[O:31][CH:32]([CH3:34])[CH3:33])[C:25](O)=[O:26])=[O:21].CCN=C=NCCCN(C)C.CCN(CC)CC.